Predict the product of the given reaction. From a dataset of Forward reaction prediction with 1.9M reactions from USPTO patents (1976-2016). (1) Given the reactants [F:1][C:2]1([F:35])[CH2:8][N:7]([CH2:9][CH2:10][C:11]2[CH:16]=[CH:15][CH:14]=[CH:13][CH:12]=2)[C:6]2[N:17]=[C:18]([NH:21][C:22]3[CH:30]=[CH:29][C:25]([C:26]([OH:28])=O)=[CH:24][C:23]=3[O:31][CH3:32])[N:19]=[CH:20][C:5]=2[N:4]([CH3:33])[C:3]1=[O:34].C(N(C(C)C)C(C)C)C.[O:45]1[CH2:50][CH2:49][CH:48]([NH2:51])[CH2:47][CH2:46]1, predict the reaction product. The product is: [F:35][C:2]1([F:1])[CH2:8][N:7]([CH2:9][CH2:10][C:11]2[CH:12]=[CH:13][CH:14]=[CH:15][CH:16]=2)[C:6]2[N:17]=[C:18]([NH:21][C:22]3[CH:30]=[CH:29][C:25]([C:26]([NH:51][CH:48]4[CH2:49][CH2:50][O:45][CH2:46][CH2:47]4)=[O:28])=[CH:24][C:23]=3[O:31][CH3:32])[N:19]=[CH:20][C:5]=2[N:4]([CH3:33])[C:3]1=[O:34]. (2) Given the reactants [CH2:1]([O:8][C:9]1[CH:14]=[CH:13][NH:12][C:11](=[O:15])[CH:10]=1)[C:2]1[CH:7]=[CH:6][CH:5]=[CH:4][CH:3]=1.Br[C:17]1[S:18][C:19]([C:23]([O:25][CH2:26][CH3:27])=[O:24])=[C:20]([CH3:22])[N:21]=1, predict the reaction product. The product is: [CH2:1]([O:8][C:9]1[CH:14]=[CH:13][N:12]([C:17]2[S:18][C:19]([C:23]([O:25][CH2:26][CH3:27])=[O:24])=[C:20]([CH3:22])[N:21]=2)[C:11](=[O:15])[CH:10]=1)[C:2]1[CH:3]=[CH:4][CH:5]=[CH:6][CH:7]=1. (3) Given the reactants [Br:1][C:2]1[C:9]([F:10])=[CH:8][C:5]([CH:6]=O)=[C:4]([F:11])[CH:3]=1.[NH:12]1[CH2:17][CH2:16][O:15][CH2:14][CH2:13]1.C(O[BH-](OC(=O)C)OC(=O)C)(=O)C.[Na+].[OH-].[Na+], predict the reaction product. The product is: [Br:1][C:2]1[C:9]([F:10])=[CH:8][C:5]([CH2:6][N:12]2[CH2:17][CH2:16][O:15][CH2:14][CH2:13]2)=[C:4]([F:11])[CH:3]=1. (4) Given the reactants [CH:1]([C:3]1[S:4][CH:5]=[CH:6][N:7]=1)=[O:2].[CH2:8](O)[CH2:9][CH2:10][OH:11].CC1C=CC(S(O)(=O)=O)=CC=1, predict the reaction product. The product is: [O:2]1[CH2:8][CH2:9][CH2:10][O:11][CH:1]1[C:3]1[S:4][CH:5]=[CH:6][N:7]=1. (5) The product is: [NH2:47][C:14]1[N:15]=[CH:16][C:11]2[CH:10]=[C:9]([C:22]3[C:23]([Cl:42])=[C:24]([NH:29][C:30](=[O:41])[C:31]4[CH:36]=[CH:35][CH:34]=[C:33]([C:37]([F:38])([F:39])[F:40])[CH:32]=4)[CH:25]=[CH:26][C:27]=3[Cl:28])[C:8]([NH:7][C:6]([NH:5][C:1]([CH3:4])([CH3:3])[CH3:2])=[O:43])=[N:21][C:12]=2[N:13]=1. Given the reactants [C:1]([NH:5][C:6](=[O:43])[NH:7][C:8]1[C:9]([C:22]2[C:23]([Cl:42])=[C:24]([NH:29][C:30](=[O:41])[C:31]3[CH:36]=[CH:35][CH:34]=[C:33]([C:37]([F:40])([F:39])[F:38])[CH:32]=3)[CH:25]=[CH:26][C:27]=2[Cl:28])=[CH:10][C:11]2[CH:16]=[N:15][C:14](S(C)(=O)=O)=[N:13][C:12]=2[N:21]=1)([CH3:4])([CH3:3])[CH3:2].[NH4+].CC[N:47](C(C)C)C(C)C, predict the reaction product.